Task: Binary Classification. Given a miRNA mature sequence and a target amino acid sequence, predict their likelihood of interaction.. Dataset: Experimentally validated miRNA-target interactions with 360,000+ pairs, plus equal number of negative samples (1) Result: 0 (no interaction). The miRNA is hsa-miR-296-5p with sequence AGGGCCCCCCCUCAAUCCUGU. The protein sequence of the target gene is MAVSSEQHELSHFKRTQTKKEKFNCSEYGNRSCPENERSLGVRVAMYSFMAGSIFITIFGNLAMIISISYFKQLHTPTNFLILSMAITDFLLGFTIMPYSMIRSVENCWYFGLTFCKIYYSFDLMLSITSIFHLCSVAIDRFYAICYPLLYSTKITIPVIKRLLLLCWSVPGAFAFGVVFSEAYADGIEGYDILVACSSSCPVMFNKLWGTTLFMAGFFTPGSMMVGIYGKIFAVSRKHAHAINNLRENQNNQVKKDKKAAKTLGIVIGVFLLCWFPCFFTILLDPFLNFSTPVVLFDAL.... (2) The miRNA is hsa-miR-504-5p with sequence AGACCCUGGUCUGCACUCUAUC. The protein sequence of the target gene is MASSEVARHLLFQSHMATKTTCMSSQGSDDEQIKRENIRSLTMSGHVGFESLPDQLVNRSIQQGFCFNILCVGETGIGKSTLIDTLFNTNFEDYESSHFCPNVKLKAQTYELQESNVQLKLTIVNTVGFGDQINKEESYQPIVDYIDAQFEAYLQEELKIKRSLFTYHDSRIHVCLYFISPTGHSLKTLDLLTMKNLDSKVNIIPVIAKADTVSKTELQKFKIKLMSELVSNGVQIYQFPTDDDTIAKVNAAMNGQLPFAVVGSMDEVKVGNKMVKARQYPWGVVQVENENHCDFVKLRE.... Result: 0 (no interaction). (3) The miRNA is hsa-miR-5047 with sequence UUGCAGCUGCGGUUGUAAGGU. The protein sequence of the target gene is MVVSEVDIAKADPAAASHPLLLNGDATVAQKNPGSVAENNLCSQYEEKVRPCIDLIDSLRALGVEQDLALPAIAVIGDQSSGKSSVLEALSGVALPRGSGIVTRCPLVLKLKKLVNEDKWRGKVSYQDYEIEISDASEVEKEINKAQNAIAGEGMGISHELITLEISSRDVPDLTLIDLPGITRVAVGNQPADIGYKIKTLIKKYIQRQETISLVVVPSNVDIATTEALSMAQEVDPEGDRTIGILTKPDLVDKGTEDKVVDVVRNLVFHLKKGYMIVKCRGQQEIQDQLSLSEALQREK.... Result: 0 (no interaction). (4) The miRNA is hsa-miR-211-5p with sequence UUCCCUUUGUCAUCCUUCGCCU. The protein sequence of the target gene is MVCLKLPGGSYMAKLTVTLMVLSSPLALAGDTRPRFLQQDKYECHFFNGTERVRFLHRDIYNQEEDLRFDSDVGEYRAVTELGRPDAEYWNSQKDFLEDRRAAVDTYCRHNYGVGESFTVQRRVEPKVTVYPARTQTLQHHNLLVCSVNGFYPGSIEVRWFRNSQEEKAGVVSTGLIQNGDWTFQTLVMLETVPRSGEVYTCQVEHPSVTSPLTVEWRAQSESAQSKMLSGVGGFVLGLLFLGAGLFIYFKNQKGHSGLHPTGLVS. Result: 1 (interaction).